Dataset: Full USPTO retrosynthesis dataset with 1.9M reactions from patents (1976-2016). Task: Predict the reactants needed to synthesize the given product. (1) Given the product [CH3:24][C:23]1[N:18]2[C:17](=[O:25])[N:16]([CH2:15][CH2:14][CH:11]3[CH2:12][CH2:13][NH:8][CH2:9][CH2:10]3)[CH2:20][C:19]2=[CH:21][N:22]=1, predict the reactants needed to synthesize it. The reactants are: C([N:8]1[CH2:13][CH2:12][CH:11]([CH2:14][CH2:15][N:16]2[CH2:20][C:19]3=[CH:21][N:22]=[C:23]([CH3:24])[N:18]3[C:17]2=[O:25])[CH2:10][CH2:9]1)C1C=CC=CC=1. (2) Given the product [Cl:14][C:7]1[C:5]2[C:4](=[CH:3][CH:2]=[CH:1][CH:6]=2)[N:11]=[CH:10][N:9]=1, predict the reactants needed to synthesize it. The reactants are: [CH:1]1[CH:2]=[CH:3][C:4]2[N:11]=[CH:10][NH:9][C:7](=O)[C:5]=2[CH:6]=1.P(Cl)(Cl)([Cl:14])=O.C(=O)(O)[O-].[Na+].